Dataset: Peptide-MHC class I binding affinity with 185,985 pairs from IEDB/IMGT. Task: Regression. Given a peptide amino acid sequence and an MHC pseudo amino acid sequence, predict their binding affinity value. This is MHC class I binding data. (1) The peptide sequence is KEPQKPLVL. The MHC is HLA-B40:02 with pseudo-sequence HLA-B40:02. The binding affinity (normalized) is 0.446. (2) The peptide sequence is AYISSEATTIV. The MHC is Patr-A0901 with pseudo-sequence Patr-A0901. The binding affinity (normalized) is 0.599. (3) The peptide sequence is WVIDTLNGI. The MHC is HLA-A03:01 with pseudo-sequence HLA-A03:01. The binding affinity (normalized) is 0.0847. (4) The peptide sequence is LCANEYTGNY. The MHC is HLA-A24:02 with pseudo-sequence HLA-A24:02. The binding affinity (normalized) is 0. (5) The peptide sequence is HCIDKTPGL. The MHC is HLA-A30:01 with pseudo-sequence HLA-A30:01. The binding affinity (normalized) is 0.0847. (6) The MHC is HLA-B51:01 with pseudo-sequence HLA-B51:01. The binding affinity (normalized) is 0. The peptide sequence is IPLSEMVVKL. (7) The peptide sequence is KGPDKLQVY. The MHC is HLA-A02:01 with pseudo-sequence HLA-A02:01. The binding affinity (normalized) is 0.0847. (8) The binding affinity (normalized) is 0.0847. The peptide sequence is EVIEQWHSL. The MHC is HLA-B57:01 with pseudo-sequence HLA-B57:01. (9) The peptide sequence is KYGSQNVI. The MHC is H-2-Kd with pseudo-sequence H-2-Kd. The binding affinity (normalized) is 0. (10) The peptide sequence is KPAVSSDSDI. The MHC is HLA-A01:01 with pseudo-sequence HLA-A01:01. The binding affinity (normalized) is 0.